This data is from Full USPTO retrosynthesis dataset with 1.9M reactions from patents (1976-2016). The task is: Predict the reactants needed to synthesize the given product. (1) The reactants are: FC(F)[C:3]1[N:7](C2N=C(N3CCOCC3)N=C(N3CCN(S(C=C)(=O)=O)CC3)N=2)[C:6]2[CH:31]=[CH:32][CH:33]=[C:34](OC)[C:5]=2[N:4]=1.FC(F)(F)C(O)=O.N1CCS(=O)CC1.CCN(C(C)C)C(C)C. Given the product [NH:4]1[C:5]2[CH:34]=[CH:33][CH:32]=[CH:31][C:6]=2[N:7]=[CH:3]1, predict the reactants needed to synthesize it. (2) The reactants are: [CH3:1][N:2]([CH3:51])[CH2:3][CH2:4][O:5][C:6](=[O:50])[CH2:7][C:8]1[CH:13]=[CH:12][C:11]([C:14]2[CH:15]=[CH:16][C:17]3=[C:18]([CH:49]=2)[N:19]=[C:20]([NH:41]C(OC(C)(C)C)=O)[CH2:21][C:22]([C:24](=[O:40])[N:25]([CH2:29][CH2:30][CH2:31][O:32][Si](C(C)(C)C)(C)C)[CH2:26][CH2:27][CH3:28])=[CH:23]3)=[CH:10][CH:9]=1. Given the product [CH3:51][N:2]([CH3:1])[CH2:3][CH2:4][O:5][C:6](=[O:50])[CH2:7][C:8]1[CH:9]=[CH:10][C:11]([C:14]2[CH:15]=[CH:16][C:17]3=[C:18]([CH:49]=2)[N:19]=[C:20]([NH2:41])[CH2:21][C:22]([C:24](=[O:40])[N:25]([CH2:29][CH2:30][CH2:31][OH:32])[CH2:26][CH2:27][CH3:28])=[CH:23]3)=[CH:12][CH:13]=1, predict the reactants needed to synthesize it. (3) Given the product [CH:49]1([N:39]2[CH2:40][CH2:41][C:21]3[N:20]([S:17]([CH2:15][CH3:16])(=[O:18])=[O:19])[C:28]4[CH:27]=[CH:26][C:25]([C:29]([N:31]5[CH2:36][CH2:35][CH:34]([CH3:37])[CH2:33][CH2:32]5)=[O:30])=[CH:24][C:23]=4[C:22]=3[CH2:38]2)[CH2:52][CH2:51][CH2:50]1.[C:42]([OH:48])([C:44]([F:47])([F:46])[F:45])=[O:43], predict the reactants needed to synthesize it. The reactants are: C(O[BH-](OC(=O)C)OC(=O)C)(=O)C.[Na+].[CH2:15]([S:17]([N:20]1[C:28]2[CH:27]=[CH:26][C:25]([C:29]([N:31]3[CH2:36][CH2:35][CH:34]([CH3:37])[CH2:33][CH2:32]3)=[O:30])=[CH:24][C:23]=2[C:22]2[CH2:38][NH:39][CH2:40][CH2:41][C:21]1=2)(=[O:19])=[O:18])[CH3:16].[C:42]([OH:48])([C:44]([F:47])([F:46])[F:45])=[O:43].[C:49]1(=O)[CH2:52][CH2:51][CH2:50]1.